The task is: Regression. Given two drug SMILES strings and cell line genomic features, predict the synergy score measuring deviation from expected non-interaction effect.. This data is from NCI-60 drug combinations with 297,098 pairs across 59 cell lines. Drug 1: CC1C(C(=O)NC(C(=O)N2CCCC2C(=O)N(CC(=O)N(C(C(=O)O1)C(C)C)C)C)C(C)C)NC(=O)C3=C4C(=C(C=C3)C)OC5=C(C(=O)C(=C(C5=N4)C(=O)NC6C(OC(=O)C(N(C(=O)CN(C(=O)C7CCCN7C(=O)C(NC6=O)C(C)C)C)C)C(C)C)C)N)C. Drug 2: C1=NNC2=C1C(=O)NC=N2. Cell line: HCC-2998. Synergy scores: CSS=29.6, Synergy_ZIP=-5.66, Synergy_Bliss=-2.94, Synergy_Loewe=-50.8, Synergy_HSA=-0.436.